Dataset: NCI-60 drug combinations with 297,098 pairs across 59 cell lines. Task: Regression. Given two drug SMILES strings and cell line genomic features, predict the synergy score measuring deviation from expected non-interaction effect. (1) Drug 1: CN(CC1=CN=C2C(=N1)C(=NC(=N2)N)N)C3=CC=C(C=C3)C(=O)NC(CCC(=O)O)C(=O)O. Drug 2: CN1C(=O)N2C=NC(=C2N=N1)C(=O)N. Cell line: ACHN. Synergy scores: CSS=47.4, Synergy_ZIP=1.42, Synergy_Bliss=-2.65, Synergy_Loewe=-56.9, Synergy_HSA=-3.69. (2) Drug 1: CN(CC1=CN=C2C(=N1)C(=NC(=N2)N)N)C3=CC=C(C=C3)C(=O)NC(CCC(=O)O)C(=O)O. Drug 2: C1CC(C1)(C2=CC=C(C=C2)C3=C(C=C4C(=N3)C=CN5C4=NNC5=O)C6=CC=CC=C6)N. Cell line: OVCAR3. Synergy scores: CSS=55.4, Synergy_ZIP=-6.91, Synergy_Bliss=-8.47, Synergy_Loewe=-4.34, Synergy_HSA=-2.24. (3) Drug 1: CN(C)C1=NC(=NC(=N1)N(C)C)N(C)C. Drug 2: CS(=O)(=O)CCNCC1=CC=C(O1)C2=CC3=C(C=C2)N=CN=C3NC4=CC(=C(C=C4)OCC5=CC(=CC=C5)F)Cl. Cell line: M14. Synergy scores: CSS=-2.11, Synergy_ZIP=3.11, Synergy_Bliss=5.90, Synergy_Loewe=0.841, Synergy_HSA=1.59.